Task: Predict which catalyst facilitates the given reaction.. Dataset: Catalyst prediction with 721,799 reactions and 888 catalyst types from USPTO (1) Reactant: [Cl:1][C:2]1[CH:7]=[C:6]([O:8][CH3:9])[C:5]([N+:10]([O-:12])=[O:11])=[CH:4][C:3]=1[CH2:13]O.[Br:15]P(Br)Br. Product: [Br:15][CH2:13][C:3]1[CH:4]=[C:5]([N+:10]([O-:12])=[O:11])[C:6]([O:8][CH3:9])=[CH:7][C:2]=1[Cl:1]. The catalyst class is: 4. (2) Reactant: [NH:1]1[CH2:11][CH2:10][CH2:9][CH:3]([C:4]([O:6][CH2:7][CH3:8])=[O:5])[CH2:2]1.C(N(CC)CC)C.[C:19]([O:23][C:24](O[C:24]([O:23][C:19]([CH3:22])([CH3:21])[CH3:20])=[O:25])=[O:25])([CH3:22])([CH3:21])[CH3:20]. Product: [CH2:7]([O:6][C:4]([CH:3]1[CH2:9][CH2:10][CH2:11][N:1]([C:24]([O:23][C:19]([CH3:22])([CH3:21])[CH3:20])=[O:25])[CH2:2]1)=[O:5])[CH3:8]. The catalyst class is: 2. (3) Reactant: FC(F)(F)C(O)=O.[Cl:8][C:9]1[CH:10]=[C:11]([CH:27]2[O:32][CH2:31][CH2:30][N:29](C(OC(C)(C)C)=O)[CH2:28]2)[CH:12]=[CH:13][C:14]=1[NH:15][C:16]([NH:18][C:19]1[CH:24]=[CH:23][CH:22]=[C:21]([C:25]#[N:26])[CH:20]=1)=[O:17].[OH-].[Na+]. Product: [Cl:8][C:9]1[CH:10]=[C:11]([CH:27]2[O:32][CH2:31][CH2:30][NH:29][CH2:28]2)[CH:12]=[CH:13][C:14]=1[NH:15][C:16]([NH:18][C:19]1[CH:24]=[CH:23][CH:22]=[C:21]([C:25]#[N:26])[CH:20]=1)=[O:17]. The catalyst class is: 192. (4) Reactant: [F:1][C:2]1[C:3]([CH2:16][CH2:17][C:18]([O:20]C)=O)=[C:4](C(OC)=O)[C:5]2[C:9]([CH:10]=1)=[N:8][N:7]([CH3:11])[CH:6]=2.C[O-].[Na+]. Product: [F:1][C:2]1[C:3]2[CH2:16][CH2:17][C:18](=[O:20])[C:4]=2[C:5]2[C:9]([CH:10]=1)=[N:8][N:7]([CH3:11])[CH:6]=2. The catalyst class is: 83.